Dataset: Reaction yield outcomes from USPTO patents with 853,638 reactions. Task: Predict the reaction yield, written as a fraction of the theoretical maximum amount of product (1.0 means a 100% yield; for example, 0.34 means a 34% yield). The reactants are [Br:1][C:2]1[CH:6]=[CH:5][O:4][C:3]=1[CH:7]=[O:8].[CH2:9](O)[CH2:10][OH:11].C([O-])(O)=O.[Na+]. The catalyst is C1C=CC=CC=1.O.C1(C)C=CC(S(O)(=O)=O)=CC=1. The product is [Br:1][C:2]1[CH:6]=[CH:5][O:4][C:3]=1[CH:7]1[O:11][CH2:10][CH2:9][O:8]1. The yield is 0.920.